Dataset: Full USPTO retrosynthesis dataset with 1.9M reactions from patents (1976-2016). Task: Predict the reactants needed to synthesize the given product. (1) Given the product [C:17]([O:20][C:21]([NH:3][C@:2]([CH3:1])([C:11]([OH:13])=[O:12])[CH2:4][C:5]1[CH:6]=[CH:7][CH:8]=[CH:9][CH:10]=1)=[O:22])([CH3:19])([CH3:18])[CH3:16], predict the reactants needed to synthesize it. The reactants are: [CH3:1][C@@:2]([C:11]([OH:13])=[O:12])([CH2:4][C:5]1[CH:10]=[CH:9][CH:8]=[CH:7][CH:6]=1)[NH2:3].[OH-].[Na+].[CH3:16][C:17]([O:20][C:21](O[C:21]([O:20][C:17]([CH3:19])([CH3:18])[CH3:16])=[O:22])=[O:22])([CH3:19])[CH3:18].Cl. (2) Given the product [N+:1]([C:4]1[CH:5]=[C:6]([N:10]2[C:11]3[C:12](=[CH:15][CH:16]=[CH:17][N:18]=3)[CH:13]=[C:31]([CH2:30][CH2:29][CH2:28][C:20]3[S:19][C:23]4[CH:24]=[CH:25][CH:26]=[CH:27][C:22]=4[N:21]=3)[C:32]2=[O:33])[CH:7]=[CH:8][CH:9]=1)([O-:3])=[O:2], predict the reactants needed to synthesize it. The reactants are: [N+:1]([C:4]1[CH:5]=[C:6]([NH:10][C:11]2[N:18]=[CH:17][CH:16]=[CH:15][C:12]=2[CH:13]=O)[CH:7]=[CH:8][CH:9]=1)([O-:3])=[O:2].[S:19]1[C:23]2[CH:24]=[CH:25][CH:26]=[CH:27][C:22]=2[N:21]=[C:20]1[CH2:28][CH2:29][CH2:30][CH2:31][C:32](OC)=[O:33].[Li+].CC([N-]C(C)C)C. (3) Given the product [O:46]1[CH2:51][CH2:50][O:49][CH2:48][CH:47]1[C:52]1[C:60]2[S:59][C:58]([NH:61][C:7](=[O:9])[C:6]3[CH:10]=[CH:11][N:12]=[C:4]([O:3][CH2:1][CH3:2])[CH:5]=3)=[N:57][C:56]=2[C:55]([O:62][CH3:63])=[CH:54][CH:53]=1, predict the reactants needed to synthesize it. The reactants are: [CH2:1]([O:3][C:4]1[CH:5]=[C:6]([CH:10]=[CH:11][N:12]=1)[C:7]([OH:9])=O)[CH3:2].CN(C(ON1N=NC2C=CC=NC1=2)=[N+](C)C)C.F[P-](F)(F)(F)(F)F.C(N(C(C)C)C(C)C)C.[O:46]1[CH2:51][CH2:50][O:49][CH2:48][CH:47]1[C:52]1[C:60]2[S:59][C:58]([NH2:61])=[N:57][C:56]=2[C:55]([O:62][CH3:63])=[CH:54][CH:53]=1. (4) The reactants are: [C:1]([O:5][C:6]([N:8]1[CH2:13][CH2:12][C@@H:11]([C:14]2[CH:19]=[CH:18][C:17]([F:20])=[C:16]([F:21])[CH:15]=2)[C@H:10]([C:22](O)=O)[CH2:9]1)=[O:7])([CH3:4])(C)C.CN(C(ON1N=N[C:35]2C=CC=N[C:34]1=2)=[N+](C)C)C.F[P-](F)(F)(F)(F)F.[Cl:49][C:50]1[C:55]([Cl:56])=[CH:54][CH:53]=[CH:52][C:51]=1[C:57](=[N:60][CH:61]1[CH2:63][CH2:62]1)[NH:58][NH2:59].CCN(C(C)C)C(C)C. Given the product [CH:61]1([N:60]2[C:57]([C:51]3[CH:52]=[CH:53][CH:54]=[C:55]([Cl:56])[C:50]=3[Cl:49])=[N:58][N:59]=[C:22]2[C@@H:10]2[C@@H:11]([C:14]3[CH:19]=[CH:18][C:17]([F:20])=[C:16]([F:21])[CH:15]=3)[CH2:12][CH2:13][N:8]([C:6]([O:5][CH2:1][CH2:4][CH2:34][CH3:35])=[O:7])[CH2:9]2)[CH2:62][CH2:63]1, predict the reactants needed to synthesize it.